Dataset: Full USPTO retrosynthesis dataset with 1.9M reactions from patents (1976-2016). Task: Predict the reactants needed to synthesize the given product. (1) Given the product [S:22]([OH:25])([OH:24])(=[O:23])=[O:21].[CH2:1]([NH:4][C:5]1[N:10]=[C:9]([NH:11][CH2:12][CH2:13][CH3:14])[N:8]=[C:7]([NH:15][O:16][CH2:17][CH:18]([F:20])[F:19])[N:6]=1)[CH2:2][CH3:3], predict the reactants needed to synthesize it. The reactants are: [CH2:1]([NH:4][C:5]1[N:10]=[C:9]([NH:11][CH2:12][CH2:13][CH3:14])[N:8]=[C:7]([NH:15][O:16][CH2:17][CH:18]([F:20])[F:19])[N:6]=1)[CH2:2][CH3:3].[OH:21][S:22]([OH:25])(=[O:24])=[O:23]. (2) Given the product [F:12][C:7]1[CH:8]=[C:9]2[C:4](=[CH:5][CH:6]=1)[N:3]=[C:2]([N:13]1[CH2:18][CH2:17][N:16]([CH:19]=[O:20])[CH2:15][CH2:14]1)[CH:11]=[CH:10]2, predict the reactants needed to synthesize it. The reactants are: Cl[C:2]1[CH:11]=[CH:10][C:9]2[C:4](=[CH:5][CH:6]=[C:7]([F:12])[CH:8]=2)[N:3]=1.[NH:13]1[CH2:18][CH2:17][NH:16][CH2:15][CH2:14]1.[C:19](=O)(O)[O-:20].[Na+]. (3) The reactants are: O=C1[C:10](=[N:11][N:12]=CC2(C)CC(C)(C(O)=O)CN2)[C:9]2C(=[CH:5][CH:6]=[CH:7][CH:8]=2)N1.Cl.C(N=C=NCCCN(C)C)C.[OH:36][C:37]1C2N=NNC=2[CH:40]=[CH:39][CH:38]=1.C([N:48]([CH2:51][CH3:52])[CH2:49][CH3:50])C.[NH2:53][C:54]1[CH:59]=[CH:58][CH:57]=[CH:56][C:55]=1[NH:60][C:61](=[O:72])[C:62]1[CH:67]=[CH:66][C:65]([NH:68][CH2:69][CH2:70][NH2:71])=[N:64][CH:63]=1.[CH3:73][N:74]([CH:76]=[O:77])C. Given the product [NH2:53][C:54]1[CH:59]=[CH:58][CH:57]=[CH:56][C:55]=1[NH:60][C:61](=[O:72])[C:62]1[CH:67]=[CH:66][C:65]([NH:68][CH2:69][CH2:70][NH:71][C:37]([C:38]2[C:39]([CH3:40])=[C:51]([CH:52]=[N:12][N:11]=[C:10]3[C:9]4[C:73](=[CH:5][CH:6]=[CH:7][CH:8]=4)[NH:74][C:76]3=[O:77])[NH:48][C:49]=2[CH3:50])=[O:36])=[N:64][CH:63]=1, predict the reactants needed to synthesize it. (4) Given the product [F:23][C:6]1[CH:7]=[C:8]([N:10]2[C:18]3[CH2:17][C:16]([CH3:19])([CH3:20])[CH2:15][C:14](=[O:21])[C:13]=3[C:12]([CH3:22])=[N:11]2)[CH:9]=[C:2]([NH:31][C@H:27]2[CH2:28][CH2:29][CH2:30][C@@H:26]2[OH:25])[C:3]=1[C:4]#[N:5], predict the reactants needed to synthesize it. The reactants are: F[C:2]1[CH:9]=[C:8]([N:10]2[C:18]3[CH2:17][C:16]([CH3:20])([CH3:19])[CH2:15][C:14](=[O:21])[C:13]=3[C:12]([CH3:22])=[N:11]2)[CH:7]=[C:6]([F:23])[C:3]=1[C:4]#[N:5].Cl.[OH:25][C@H:26]1[CH2:30][CH2:29][CH2:28][C@@H:27]1[NH2:31].C(N(C(C)C)CC)(C)C.